This data is from Full USPTO retrosynthesis dataset with 1.9M reactions from patents (1976-2016). The task is: Predict the reactants needed to synthesize the given product. Given the product [F:10][CH:9]([F:11])[C:8]([C:5]1[CH:4]=[CH:3][C:2]([N:13]2[CH:17]=[CH:16][CH:15]=[N:14]2)=[CH:7][N:6]=1)=[O:12], predict the reactants needed to synthesize it. The reactants are: Br[C:2]1[CH:3]=[CH:4][C:5]([C:8](=[O:12])[CH:9]([F:11])[F:10])=[N:6][CH:7]=1.[NH:13]1[CH:17]=[CH:16][CH:15]=[N:14]1.CN[C@@H]1CCCC[C@H]1NC.C([O-])([O-])=O.[K+].[K+].